From a dataset of Catalyst prediction with 721,799 reactions and 888 catalyst types from USPTO. Predict which catalyst facilitates the given reaction. Reactant: [NH2:1][C:2]1[CH:7]=[C:6]([O:8][C:9]2[CH:14]=[CH:13][C:12]([NH:15][C:16](=[O:25])[O:17][CH2:18][C:19]3[CH:24]=[CH:23][CH:22]=[CH:21][CH:20]=3)=[C:11]([F:26])[CH:10]=2)[CH:5]=[CH:4][N:3]=1.C(N([CH2:32][CH3:33])CC)C.Cl[C:35]([O:37][C:38]1[CH:43]=[CH:42][CH:41]=[CH:40][CH:39]=1)=[O:36]. Product: [CH2:18]([O:17][C:16]([NH:15][C:12]1[CH:13]=[CH:14][C:9]([O:8][C:6]2[CH:5]=[CH:4][N:3]=[C:2]([N:1]([C:16]([O:25][C:33]3[CH:32]=[CH:7][CH:6]=[CH:5][CH:4]=3)=[O:17])[C:35](=[O:36])[O:37][C:38]3[CH:43]=[CH:42][CH:41]=[CH:40][CH:39]=3)[CH:7]=2)=[CH:10][C:11]=1[F:26])=[O:25])[C:19]1[CH:24]=[CH:23][CH:22]=[CH:21][CH:20]=1. The catalyst class is: 7.